Dataset: Full USPTO retrosynthesis dataset with 1.9M reactions from patents (1976-2016). Task: Predict the reactants needed to synthesize the given product. (1) Given the product [Br:1][C:2]1[CH:3]=[C:4]([CH:8]([C:20]2[CH:21]=[CH:22][C:17]([F:16])=[CH:18][CH:19]=2)[NH:15][S:12]([CH2:10][CH3:11])(=[O:14])=[O:13])[CH:5]=[N:6][CH:7]=1, predict the reactants needed to synthesize it. The reactants are: [Br:1][C:2]1[CH:3]=[C:4]([CH:8]=O)[CH:5]=[N:6][CH:7]=1.[CH2:10]([S:12]([NH2:15])(=[O:14])=[O:13])[CH3:11].[F:16][C:17]1[CH:22]=[CH:21][C:20]([Mg]Br)=[CH:19][CH:18]=1. (2) Given the product [C:26]([O:25][C:23]([NH:22][CH2:21][C@H:16]([NH:15][C:7]([C:5]1[C:4]([C:10]([F:13])([F:12])[F:11])=[N:3][N:2]([CH3:1])[CH:6]=1)=[O:8])[C:17]([O:19][CH3:20])=[O:18])=[O:24])([CH3:29])([CH3:28])[CH3:27], predict the reactants needed to synthesize it. The reactants are: [CH3:1][N:2]1[CH:6]=[C:5]([C:7](Cl)=[O:8])[C:4]([C:10]([F:13])([F:12])[F:11])=[N:3]1.Cl.[NH2:15][C@@H:16]([CH2:21][NH:22][C:23]([O:25][C:26]([CH3:29])([CH3:28])[CH3:27])=[O:24])[C:17]([O:19][CH3:20])=[O:18].N1C=CC=CC=1.Cl. (3) Given the product [CH2:39]([O:38][C:36](=[O:37])[CH2:35][N:14]1[C:15]2[C:11](=[CH:10][C:9]([O:8][CH2:7][C:6]3[S:5][C:4]([C:18]4[CH:19]=[CH:20][C:21]([C:24]([F:27])([F:25])[F:26])=[CH:22][CH:23]=4)=[N:3][C:2]=3[CH3:1])=[CH:17][CH:16]=2)[C:12]([CH2:43][CH3:44])=[CH:13]1)[CH3:40], predict the reactants needed to synthesize it. The reactants are: [CH3:1][C:2]1[N:3]=[C:4]([C:18]2[CH:23]=[CH:22][C:21]([C:24]([F:27])([F:26])[F:25])=[CH:20][CH:19]=2)[S:5][C:6]=1[CH2:7][O:8][C:9]1[CH:10]=[C:11]2[C:15](=[CH:16][CH:17]=1)[NH:14][CH:13]=[CH:12]2.C(=O)([O-])[O-].[Cs+].[Cs+].Br[CH2:35][C:36]([O:38][CH2:39][CH3:40])=[O:37].Cl.O.[CH2:43]1COC[CH2:44]1. (4) Given the product [I:17][C:18]1[CH:19]=[CH:20][C:21]2[N:22]([CH:24]=[C:25]([NH:27][C:12](=[O:14])[C:11]3[CH:10]=[CH:9][C:8]([C:5]([CH3:6])([CH3:7])[CH2:4][CH2:3][C:1]#[N:2])=[CH:16][CH:15]=3)[N:26]=2)[CH:23]=1, predict the reactants needed to synthesize it. The reactants are: [C:1]([CH2:3][CH2:4][C:5]([C:8]1[CH:16]=[CH:15][C:11]([C:12]([OH:14])=O)=[CH:10][CH:9]=1)([CH3:7])[CH3:6])#[N:2].[I:17][C:18]1[CH:19]=[CH:20][C:21]2[N:22]([CH:24]=[C:25]([NH2:27])[N:26]=2)[CH:23]=1. (5) Given the product [CH:1]1([N:5]([CH2:20][CH2:21][CH2:22][C:23]2[C:31]3[C:26](=[C:27]([F:33])[CH:28]=[C:29]([F:32])[CH:30]=3)[NH:25][CH:24]=2)[CH:6]2[CH2:15][C:14]3[C:13]([C:16]([OH:18])=[O:17])=[CH:12][CH:11]=[CH:10][C:9]=3[O:8][CH2:7]2)[CH2:4][CH2:3][CH2:2]1, predict the reactants needed to synthesize it. The reactants are: [CH:1]1([N:5]([CH2:20][CH2:21][CH2:22][C:23]2[C:31]3[C:26](=[C:27]([F:33])[CH:28]=[C:29]([F:32])[CH:30]=3)[NH:25][CH:24]=2)[CH:6]2[CH2:15][C:14]3[C:13]([C:16]([O:18]C)=[O:17])=[CH:12][CH:11]=[CH:10][C:9]=3[O:8][CH2:7]2)[CH2:4][CH2:3][CH2:2]1.[OH-].[Na+]. (6) Given the product [N:4]1([CH2:6][C:7]2[CH:34]=[N:33][C:10]3[O:11][C:12]4[C:17]([N:18]5[CH2:23][CH2:22][O:21][CH2:20][CH2:19]5)=[N:16][C:15]([C:24]5[CH:32]=[CH:31][CH:30]=[C:29]6[C:25]=5[CH:26]=[CH:27][NH:28]6)=[N:14][C:13]=4[C:9]=3[CH:8]=2)[CH2:1][CH2:2][CH2:5]1, predict the reactants needed to synthesize it. The reactants are: [CH:1]1([N:4]([CH2:6][C:7]2[CH:34]=[N:33][C:10]3[O:11][C:12]4[C:17]([N:18]5[CH2:23][CH2:22][O:21][CH2:20][CH2:19]5)=[N:16][C:15]([C:24]5[CH:32]=[CH:31][CH:30]=[C:29]6[C:25]=5[CH:26]=[CH:27][NH:28]6)=[N:14][C:13]=4[C:9]=3[CH:8]=2)[CH3:5])C[CH2:2]1.Cl.N1CCC1.CC([O-])=O.[Na+].[BH-](OC(C)=O)(OC(C)=O)OC(C)=O.[Na+].[BH3-]C#N.[Na+].